Task: Predict the reactants needed to synthesize the given product.. Dataset: Full USPTO retrosynthesis dataset with 1.9M reactions from patents (1976-2016) (1) Given the product [Cl:24][C:19]1[CH:20]=[CH:21][CH:22]=[CH:23][C:18]=1[CH2:17][N:11]1[C:12]([OH:16])=[C:13]([C:36]([NH:35][CH2:38][C:39]([OH:41])=[O:40])=[O:37])[C:14](=[O:15])[N:9]([CH2:8][C:3]2[CH:4]=[CH:5][CH:6]=[CH:7][C:2]=2[Cl:1])[C:10]1=[O:25], predict the reactants needed to synthesize it. The reactants are: [Cl:1][C:2]1[CH:7]=[CH:6][CH:5]=[CH:4][C:3]=1[CH2:8][N:9]1[C:14](=[O:15])[CH2:13][C:12](=[O:16])[N:11]([CH2:17][C:18]2[CH:23]=[CH:22][CH:21]=[CH:20][C:19]=2[Cl:24])[C:10]1=[O:25].C(N(C(C)C)CC)(C)C.[N:35]([CH2:38][C:39]([O:41]CC)=[O:40])=[C:36]=[O:37]. (2) Given the product [CH:22]1([CH:14]([C:11]2[CH:10]=[CH:9][C:8]([CH3:7])=[CH:13][CH:12]=2)[C:15]([O:17][C:18]([CH3:21])([CH3:20])[CH3:19])=[O:16])[CH2:26][CH2:25][CH2:24][CH2:23]1, predict the reactants needed to synthesize it. The reactants are: CC([O-])(C)C.[K+].[CH3:7][C:8]1[CH:13]=[CH:12][C:11]([CH2:14][C:15]([O:17][C:18]([CH3:21])([CH3:20])[CH3:19])=[O:16])=[CH:10][CH:9]=1.[CH:22]1(Br)[CH2:26][CH2:25][CH2:24][CH2:23]1. (3) Given the product [Cl:14][C:2]1[S:1][C:9]2[C:4]([N:3]=1)=[N:5][CH:6]=[CH:7][N:8]=2, predict the reactants needed to synthesize it. The reactants are: [S:1]1[C:9]2[C:4](=[N:5][CH:6]=[CH:7][N:8]=2)[NH:3][C:2]1=S.S(Cl)([Cl:14])(=O)=O.O.[OH-].[Na+]. (4) The reactants are: Br[C:2]1[CH:7]=[CH:6][C:5]([C:8]2[N:9]([CH2:13][O:14][CH2:15][CH2:16][Si:17]([CH3:20])([CH3:19])[CH3:18])[CH:10]=[CH:11][N:12]=2)=[CH:4][CH:3]=1.[CH3:21][C:22]1([CH3:38])[C:26]([CH3:28])([CH3:27])[O:25][B:24]([B:24]2[O:25][C:26]([CH3:28])([CH3:27])[C:22]([CH3:38])([CH3:21])[O:23]2)[O:23]1.C([O-])(=O)C.[K+]. Given the product [CH3:21][C:22]1([CH3:38])[C:26]([CH3:28])([CH3:27])[O:25][B:24]([C:2]2[CH:7]=[CH:6][C:5]([C:8]3[N:9]([CH2:13][O:14][CH2:15][CH2:16][Si:17]([CH3:20])([CH3:19])[CH3:18])[CH:10]=[CH:11][N:12]=3)=[CH:4][CH:3]=2)[O:23]1, predict the reactants needed to synthesize it.